This data is from Full USPTO retrosynthesis dataset with 1.9M reactions from patents (1976-2016). The task is: Predict the reactants needed to synthesize the given product. (1) Given the product [CH2:1]([O:8][C:9]1[CH:10]=[CH:11][C:12]2[C:17]([CH:18]=1)=[C:16]([C:21]1[C:15]([OH:19])=[CH:14][CH:13]=[C:23]3[C:20]=1[CH:22]=[C:9]([O:8][CH2:1][C:2]1[CH:3]=[CH:4][CH:5]=[CH:6][CH:7]=1)[CH:10]=[CH:11]3)[C:15]([OH:19])=[CH:14][CH:13]=2)[C:2]1[CH:3]=[CH:4][CH:5]=[CH:6][CH:7]=1, predict the reactants needed to synthesize it. The reactants are: [CH2:1]([O:8][C:9]1[CH:18]=[C:17]2[C:12]([CH:13]=[CH:14][C:15]([OH:19])=[CH:16]2)=[CH:11][CH:10]=1)[C:2]1[CH:7]=[CH:6][CH:5]=[CH:4][CH:3]=1.[C:20](N)([CH3:23])([CH3:22])[CH3:21].Cl. (2) The reactants are: CC1C=CC(S(O)(=O)=O)=CC=1.[O:12]1[CH2:16][CH2:15][C@@H:14]([NH2:17])[CH2:13]1.Cl[C:19]1[N:24]=[C:23]([C:25]([F:28])([F:27])[F:26])[C:22]([C:29]([O:31][CH3:32])=[O:30])=[CH:21][N:20]=1.CCN(C(C)C)C(C)C. Given the product [O:12]1[CH2:16][CH2:15][C@@H:14]([NH:17][C:19]2[N:24]=[C:23]([C:25]([F:27])([F:28])[F:26])[C:22]([C:29]([O:31][CH3:32])=[O:30])=[CH:21][N:20]=2)[CH2:13]1, predict the reactants needed to synthesize it.